Predict the product of the given reaction. From a dataset of Forward reaction prediction with 1.9M reactions from USPTO patents (1976-2016). (1) Given the reactants Br[CH2:2][CH2:3][CH2:4][O:5][C:6]1[CH:12]=[CH:11][C:9]([NH2:10])=[C:8]([N+:13]([O-:15])=[O:14])[CH:7]=1.[CH3:16][N:17]1[CH2:22][CH2:21][NH:20][CH2:19][CH2:18]1, predict the reaction product. The product is: [CH3:16][N:17]1[CH2:22][CH2:21][N:20]([CH2:2][CH2:3][CH2:4][O:5][C:6]2[CH:12]=[CH:11][C:9]([NH2:10])=[C:8]([N+:13]([O-:15])=[O:14])[CH:7]=2)[CH2:19][CH2:18]1. (2) Given the reactants [OH-:1].[Li+].[CH3:3][C:4]([CH3:22])=[CH:5][C@@H:6]1[CH2:10][N:9]([C:11]([O:13][CH2:14][C:15]2[CH:20]=[CH:19][CH:18]=[CH:17][CH:16]=2)=[O:12])[C:8](=[O:21])[CH2:7]1, predict the reaction product. The product is: [CH2:14]([O:13][C:11]([NH:9][CH2:10][C@@H:6]([CH:5]=[C:4]([CH3:22])[CH3:3])[CH2:7][C:8]([OH:1])=[O:21])=[O:12])[C:15]1[CH:20]=[CH:19][CH:18]=[CH:17][CH:16]=1. (3) Given the reactants ClC(OCCCl)=O.[N:8]1([C:14]([O:16][C:17]([CH3:20])(C)C)=[O:15])[CH2:13][CH2:12][NH:11][CH2:10][CH2:9]1.C(N(C(C)C)CC)(C)C.[CH2:30]([NH2:33])[C:31]#[CH:32], predict the reaction product. The product is: [CH2:30]([NH:33][CH2:20][CH2:17][O:16][C:14]([N:8]1[CH2:9][CH2:10][NH:11][CH2:12][CH2:13]1)=[O:15])[C:31]#[CH:32].